This data is from Full USPTO retrosynthesis dataset with 1.9M reactions from patents (1976-2016). The task is: Predict the reactants needed to synthesize the given product. Given the product [N+:26]([C:21]1[CH:22]=[CH:23][CH:24]=[CH:25][C:20]=1[C:6]1[S:7][CH:8]=[CH:9][CH:10]=1)([O-:28])=[O:27], predict the reactants needed to synthesize it. The reactants are: C([Sn](CCCC)(CCCC)[C:6]1[S:7][CH:8]=[CH:9][CH:10]=1)CCC.I[C:20]1[CH:25]=[CH:24][CH:23]=[CH:22][C:21]=1[N+:26]([O-:28])=[O:27].